Dataset: Peptide-MHC class II binding affinity with 134,281 pairs from IEDB. Task: Regression. Given a peptide amino acid sequence and an MHC pseudo amino acid sequence, predict their binding affinity value. This is MHC class II binding data. (1) The peptide sequence is AFKVAATAANAAEAN. The MHC is DRB1_1001 with pseudo-sequence DRB1_1001. The binding affinity (normalized) is 1.00. (2) The peptide sequence is GLRAQDDYNGWDINTPAFEW. The MHC is DRB1_0301 with pseudo-sequence DRB1_0301. The binding affinity (normalized) is 0.